This data is from Peptide-MHC class II binding affinity with 134,281 pairs from IEDB. The task is: Regression. Given a peptide amino acid sequence and an MHC pseudo amino acid sequence, predict their binding affinity value. This is MHC class II binding data. (1) The peptide sequence is VFYAGDRALEEPHAE. The MHC is HLA-DPA10103-DPB10401 with pseudo-sequence HLA-DPA10103-DPB10401. The binding affinity (normalized) is 0.585. (2) The peptide sequence is GLAYKFVVPGAATPY. The MHC is DRB1_0405 with pseudo-sequence DRB1_0405. The binding affinity (normalized) is 0.330. (3) The peptide sequence is MGEAVQNTVEDLKLN. The MHC is HLA-DPA10201-DPB10101 with pseudo-sequence HLA-DPA10201-DPB10101. The binding affinity (normalized) is 0.327. (4) The peptide sequence is QLKEYVWKTLKSGKV. The MHC is DRB1_0301 with pseudo-sequence DRB1_0301. The binding affinity (normalized) is 0.183. (5) The peptide sequence is NSCAKNYNCKILPNT. The MHC is HLA-DQA10401-DQB10402 with pseudo-sequence HLA-DQA10401-DQB10402. The binding affinity (normalized) is 0.0733. (6) The peptide sequence is PEFQSIVQTLNAMPE. The MHC is DRB4_0101 with pseudo-sequence DRB4_0103. The binding affinity (normalized) is 0.584. (7) The peptide sequence is GFKAAVAAAASVP. The binding affinity (normalized) is 0.388. The MHC is DRB1_1501 with pseudo-sequence DRB1_1501.